From a dataset of Experimentally validated miRNA-target interactions with 360,000+ pairs, plus equal number of negative samples. Binary Classification. Given a miRNA mature sequence and a target amino acid sequence, predict their likelihood of interaction. The miRNA is mmu-miR-681 with sequence CAGCCUCGCUGGCAGGCAGCU. The protein sequence of the target gene is MEPAVLAAHHLPHHEPISFGIDQILSGPEPPGGGLGPGQSGQSHGESAAFSSGFHGASGYAPAGSLASLPRGSGVGPGGVIRVPAHRPLPVPPPSGAAPAVPGPSGLGGAGGLAGLTFPWMDSGRRFAKDRLTAALSPFSGTRRIGHPYQNRTPPKRKKPRTSFSRSQVLELERRFLRQKYLASAERAALAKALRMTDAQVKTWFQNRRTKWRRQTAEEREAERHRAGRLLLHLQQDALPRPLRPPLPPDPLCLHNSSLFALQNLQPWAEDNKVASVSGLASVV. Result: 0 (no interaction).